From a dataset of Reaction yield outcomes from USPTO patents with 853,638 reactions. Predict the reaction yield, written as a fraction of the theoretical maximum amount of product (1.0 means a 100% yield; for example, 0.34 means a 34% yield). (1) The reactants are C([O:3][C:4](=[O:25])[CH:5]([C:12]1[CH:17]=[CH:16][C:15]([S:18]([CH2:21][CH2:22][CH2:23][CH3:24])(=[O:20])=[O:19])=[CH:14][CH:13]=1)[CH2:6][CH:7]1[CH2:11][CH2:10][CH2:9][CH2:8]1)C.[OH-].[Li+].Cl. The catalyst is O1CCCC1.O.CO. The product is [CH2:21]([S:18]([C:15]1[CH:16]=[CH:17][C:12]([CH:5]([CH2:6][CH:7]2[CH2:11][CH2:10][CH2:9][CH2:8]2)[C:4]([OH:25])=[O:3])=[CH:13][CH:14]=1)(=[O:19])=[O:20])[CH2:22][CH2:23][CH3:24]. The yield is 0.684. (2) The catalyst is C(Cl)Cl. The yield is 0.860. The reactants are [CH2:1]([O:8][N:9]1[C:15](=[O:16])[N:14]2[CH2:17][C@H:10]1[CH2:11][CH2:12][C@H:13]2[C:18]([NH:20][NH:21][CH:22]=[O:23])=O)[C:2]1[CH:7]=[CH:6][CH:5]=[CH:4][CH:3]=1.N1C=CC=CC=1.O(S(C(F)(F)F)(=O)=O)S(C(F)(F)F)(=O)=O. The product is [CH2:1]([O:8][N:9]1[C:15](=[O:16])[N:14]2[CH2:17][C@H:10]1[CH2:11][CH2:12][C@H:13]2[C:18]1[O:23][CH:22]=[N:21][N:20]=1)[C:2]1[CH:3]=[CH:4][CH:5]=[CH:6][CH:7]=1. (3) The reactants are [F:1][C:2]1[CH:23]=[CH:22][C:5]([CH2:6][NH:7][C:8]([C:10]2[S:18][C:17]3[N:12]([C:13](=[O:21])[NH:14][C:15](=[O:20])[C:16]=3[CH3:19])[CH:11]=2)=[O:9])=[CH:4][CH:3]=1.[CH3:24][C:25]1[S:26][CH:27]=[C:28]([CH2:30]Br)[N:29]=1. No catalyst specified. The product is [F:1][C:2]1[CH:3]=[CH:4][C:5]([CH2:6][NH:7][C:8]([C:10]2[S:18][C:17]3[N:12]([C:13](=[O:21])[N:14]([CH2:30][C:28]4[N:29]=[C:25]([CH3:24])[S:26][CH:27]=4)[C:15](=[O:20])[C:16]=3[CH3:19])[CH:11]=2)=[O:9])=[CH:22][CH:23]=1. The yield is 0.370.